Dataset: Full USPTO retrosynthesis dataset with 1.9M reactions from patents (1976-2016). Task: Predict the reactants needed to synthesize the given product. (1) Given the product [CH:6]1([NH:12][C:13]2[CH:22]=[C:21]3[C:16]([C:17](=[O:38])[N:18]([CH2:29][CH2:30][N:31]([CH2:32][C:33]([O:35][CH2:36][CH3:37])=[O:34])[C:48]([S:50][CH3:47])=[S:49])[C:19](=[O:28])[N:20]3[CH:23]3[CH2:27][CH2:26][CH2:25][CH2:24]3)=[CH:15][C:14]=2[F:39])[CH2:11][CH2:10][CH2:9][CH2:8][CH2:7]1, predict the reactants needed to synthesize it. The reactants are: CN(C=O)C.[CH:6]1([NH:12][C:13]2[CH:22]=[C:21]3[C:16]([C:17](=[O:38])[N:18]([CH2:29][CH2:30][NH:31][CH2:32][C:33]([O:35][CH2:36][CH3:37])=[O:34])[C:19](=[O:28])[N:20]3[CH:23]3[CH2:27][CH2:26][CH2:25][CH2:24]3)=[CH:15][C:14]=2[F:39])[CH2:11][CH2:10][CH2:9][CH2:8][CH2:7]1.C(=O)([O-])[O-].[K+].[K+].I[CH3:47].[C:48](=[S:50])=[S:49]. (2) Given the product [CH2:1]1[C:13]2[NH:12][C:11]3[C:6](=[CH:7][CH:8]=[CH:9][CH:10]=3)[C:5]=2[CH2:4][C@H:3]([CH2:14][NH:15][CH2:16][C@@H:17]2[O:31][C:21]3=[C:22]4[C:27](=[CH:28][CH:29]=[C:20]3[O:19][CH2:18]2)[N:26]=[C:25]([CH3:30])[CH:24]=[CH:23]4)[CH2:2]1, predict the reactants needed to synthesize it. The reactants are: [CH2:1]1[C:13]2[NH:12][C:11]3[C:6](=[CH:7][CH:8]=[CH:9][CH:10]=3)[C:5]=2[CH2:4][C@@H:3]([CH2:14][NH:15][CH2:16][C@@H:17]2[O:31][C:21]3=[C:22]4[C:27](=[CH:28][CH:29]=[C:20]3[O:19][CH2:18]2)[N:26]=[C:25]([CH3:30])[CH:24]=[CH:23]4)[CH2:2]1.Cl.